Dataset: Catalyst prediction with 721,799 reactions and 888 catalyst types from USPTO. Task: Predict which catalyst facilitates the given reaction. (1) Reactant: [C:1]([O:5][C:6]([NH:8][CH2:9][CH2:10][N:11]1[C:19]2[C:14](=[CH:15][CH:16]=[C:17]([C:20]([O:22][CH3:23])=[O:21])[CH:18]=2)[C:13]([CH:24]2[CH2:29][CH2:28][CH2:27][CH2:26][CH2:25]2)=[C:12]1[C:30]1[CH:35]=[CH:34][CH:33]=[CH:32][C:31]=1[CH2:36][OH:37])=[O:7])([CH3:4])([CH3:3])[CH3:2].C(N(CC)CC)C.[CH3:45][S:46](Cl)(=[O:48])=[O:47].O. Product: [C:1]([O:5][C:6]([NH:8][CH2:9][CH2:10][N:11]1[C:19]2[C:14](=[CH:15][CH:16]=[C:17]([C:20]([O:22][CH3:23])=[O:21])[CH:18]=2)[C:13]([CH:24]2[CH2:29][CH2:28][CH2:27][CH2:26][CH2:25]2)=[C:12]1[C:30]1[CH:35]=[CH:34][CH:33]=[CH:32][C:31]=1[CH2:36][O:37][S:46]([CH3:45])(=[O:48])=[O:47])=[O:7])([CH3:4])([CH3:2])[CH3:3]. The catalyst class is: 22. (2) Reactant: [OH:1][C:2]1[C:10]([CH:11]=[O:12])=[CH:9][CH:8]=[C:7]2[C:3]=1[CH2:4][CH2:5][CH2:6]2.[C:13](=O)([O-])[O-].[K+].[K+].CI.O. Product: [CH3:13][O:1][C:2]1[C:10]([CH:11]=[O:12])=[CH:9][CH:8]=[C:7]2[C:3]=1[CH2:4][CH2:5][CH2:6]2. The catalyst class is: 9. (3) Product: [Cl:20][C:18]1[CH:19]=[C:14]([N:4]2[C:5]3[C:10](=[CH:9][C:8]([C:11]#[N:12])=[C:7]([F:13])[CH:6]=3)[C:2]([CH3:26])=[CH:3]2)[CH:15]=[N:16][C:17]=1[O:21][CH2:22][CH:23]([CH3:25])[CH3:24]. Reactant: Br[C:2]1[C:10]2[C:5](=[CH:6][C:7]([F:13])=[C:8]([C:11]#[N:12])[CH:9]=2)[N:4]([C:14]2[CH:15]=[N:16][C:17]([O:21][CH2:22][CH:23]([CH3:25])[CH3:24])=[C:18]([Cl:20])[CH:19]=2)[CH:3]=1.[C:26]([O-])([O-])=O.[Cs+].[Cs+].CB1OB(C)OB(C)O1. The catalyst class is: 75. (4) Reactant: Cl[C:2]1[CH:7]=[N:6][N:5]([CH3:8])[C:4](=[O:9])[CH:3]=1.[I:10][C:11]1[N:12]=[C:13]([CH3:16])[NH:14][CH:15]=1.C(=O)([O-])[O-].[Cs+].[Cs+]. Product: [I:10][C:11]1[N:12]=[C:13]([CH3:16])[N:14]([C:2]2[CH:7]=[N:6][N:5]([CH3:8])[C:4](=[O:9])[CH:3]=2)[CH:15]=1. The catalyst class is: 3. (5) Reactant: C[Al](C)C.[CH3:5][O:6][C:7]1[CH:8]=[C:9]([CH2:15][CH2:16][C:17]2[CH:18]=[C:19]([NH2:22])[NH:20][N:21]=2)[CH:10]=[C:11]([O:13][CH3:14])[CH:12]=1.[CH3:23][CH:24]([N:26]1[CH2:32][CH2:31][CH2:30][N:29]([C:33]2[S:37][C:36]([C:38](OCC)=[O:39])=[CH:35][CH:34]=2)[CH2:28][CH2:27]1)[CH3:25].CO. Product: [CH3:14][O:13][C:11]1[CH:10]=[C:9]([CH2:15][CH2:16][C:17]2[CH:18]=[C:19]([NH:22][C:38]([C:36]3[S:37][C:33]([N:29]4[CH2:30][CH2:31][CH2:32][N:26]([CH:24]([CH3:25])[CH3:23])[CH2:27][CH2:28]4)=[CH:34][CH:35]=3)=[O:39])[NH:20][N:21]=2)[CH:8]=[C:7]([O:6][CH3:5])[CH:12]=1. The catalyst class is: 11. (6) Reactant: CO.[F:3][C:4]1[CH:5]=[C:6]([N+:11]([O-:13])=[O:12])[CH:7]=[CH:8][C:9]=1F.[NH:14]1[CH2:19][CH2:18][O:17][CH2:16][CH2:15]1. Product: [F:3][C:4]1[CH:5]=[C:6]([N+:11]([O-:13])=[O:12])[CH:7]=[CH:8][C:9]=1[N:14]1[CH2:19][CH2:18][O:17][CH2:16][CH2:15]1. The catalyst class is: 6.